This data is from Reaction yield outcomes from USPTO patents with 853,638 reactions. The task is: Predict the reaction yield, written as a fraction of the theoretical maximum amount of product (1.0 means a 100% yield; for example, 0.34 means a 34% yield). (1) The reactants are Cl.[NH:2]([C:4]1[CH:9]=[C:8]([C:10]#[N:11])[CH:7]=[CH:6][N:5]=1)[NH2:3].CN(C)/[CH:14]=[CH:15]/[C:16]([C:18]1[CH:23]=[CH:22][CH:21]=[C:20]([CH3:24])[CH:19]=1)=O. No catalyst specified. The product is [CH3:24][C:20]1[CH:19]=[C:18]([C:16]2[N:2]([C:4]3[CH:9]=[C:8]([C:10]#[N:11])[CH:7]=[CH:6][N:5]=3)[N:3]=[CH:14][CH:15]=2)[CH:23]=[CH:22][CH:21]=1. The yield is 1.00. (2) The catalyst is [Cl-].[Cl-].[Zn+2].C(OCC)C.CO. The product is [CH3:21][N:7]1[CH2:8][CH2:9][N:4]2[N:3]=[C:2]([NH:10][C:11](=[O:17])[O:12][C:13]([CH3:14])([CH3:16])[CH3:15])[N:1]=[C:5]2[CH2:6]1. The reactants are [N:1]1[C:2]([NH:10][C:11](=[O:17])[O:12][C:13]([CH3:16])([CH3:15])[CH3:14])=[N:3][N:4]2[CH2:9][CH2:8][NH:7][CH2:6][C:5]=12.C=O.[BH3-][C:21]#N.[Na+]. The yield is 0.940. (3) The reactants are [CH3:1][O:2][C:3](=[O:15])[C:4]1[C:5](=[C:10](I)[CH:11]=[CH:12][CH:13]=1)[C:6]([O:8][CH3:9])=[O:7].[Si:16]([O:23][C:24]1[CH:25]=[C:26]([NH2:32])[CH:27]=[CH:28][C:29]=1[O:30][CH3:31])([C:19]([CH3:22])([CH3:21])[CH3:20])([CH3:18])[CH3:17].C1C=CC(P(C2C(C3C(P(C4C=CC=CC=4)C4C=CC=CC=4)=CC=C4C=3C=CC=C4)=C3C(C=CC=C3)=CC=2)C2C=CC=CC=2)=CC=1.C(=O)([O-])[O-].[Cs+].[Cs+]. The catalyst is C1(C)C=CC=CC=1.C(Cl)Cl.C1C=CC(/C=C/C(/C=C/C2C=CC=CC=2)=O)=CC=1.C1C=CC(/C=C/C(/C=C/C2C=CC=CC=2)=O)=CC=1.C1C=CC(/C=C/C(/C=C/C2C=CC=CC=2)=O)=CC=1.[Pd].[Pd]. The product is [CH3:1][O:2][C:3](=[O:15])[C:4]1[C:5](=[C:10]([NH:32][C:26]2[CH:27]=[CH:28][C:29]([O:30][CH3:31])=[C:24]([O:23][Si:16]([C:19]([CH3:22])([CH3:21])[CH3:20])([CH3:18])[CH3:17])[CH:25]=2)[CH:11]=[CH:12][CH:13]=1)[C:6]([O:8][CH3:9])=[O:7]. The yield is 0.710.